From a dataset of Reaction yield outcomes from USPTO patents with 853,638 reactions. Predict the reaction yield, written as a fraction of the theoretical maximum amount of product (1.0 means a 100% yield; for example, 0.34 means a 34% yield). (1) The reactants are [Br:1][C:2]1[CH:12]=[N:11][C:5]2[N:6]=[C:7](O)[N:8]=[CH:9][C:4]=2[CH:3]=1.C(N(C(C)C)CC)(C)C.P(Cl)(Cl)([Cl:24])=O. No catalyst specified. The product is [Br:1][C:2]1[CH:12]=[N:11][C:5]2[N:6]=[C:7]([Cl:24])[N:8]=[CH:9][C:4]=2[CH:3]=1. The yield is 0.670. (2) The catalyst is C1C=CC=CC=1. The product is [NH2:1][C:2]1[CH:10]=[CH:9][CH:8]=[C:7]([Cl:11])[C:3]=1[C:4]([NH:19][C:18]1[CH:20]=[CH:21][CH:22]=[CH:23][C:17]=1[F:16])=[O:6]. The yield is 0.340. The reactants are [NH2:1][C:2]1[CH:10]=[CH:9][CH:8]=[C:7]([Cl:11])[C:3]=1[C:4]([OH:6])=O.O=S(Cl)Cl.[F:16][C:17]1[CH:23]=[CH:22][CH:21]=[CH:20][C:18]=1[NH2:19].C(Cl)(Cl)Cl. (3) The reactants are Cl[C:2]1[N:7]=[C:6]([NH:8][CH2:9][C:10]2[CH:11]=[N:12][CH:13]=[CH:14][CH:15]=2)[C:5]([F:16])=[CH:4][N:3]=1.[NH2:17][C:18]1[CH:19]=[C:20]([OH:24])[CH:21]=[CH:22][CH:23]=1. No catalyst specified. The product is [F:16][C:5]1[C:6]([NH:8][CH2:9][C:10]2[CH:11]=[N:12][CH:13]=[CH:14][CH:15]=2)=[N:7][C:2]([NH:17][C:18]2[CH:23]=[CH:22][CH:21]=[C:20]([OH:24])[CH:19]=2)=[N:3][CH:4]=1. The yield is 0.430. (4) The catalyst is CN(C=O)C.C(OCC)(=O)C. The reactants are Cl.[NH2:2][CH2:3][C:4]([C:6]1[CH:11]=[CH:10][C:9]([Br:12])=[CH:8][CH:7]=1)=[O:5].[C:13]([O:17][C:18]([N:20]1[CH2:24][CH:23]([C:25]#[N:26])[CH2:22][CH:21]1[C:27](O)=[O:28])=[O:19])([CH3:16])([CH3:15])[CH3:14].C(N(C(C)C)CC)(C)C.CN(C(ON1N=NC2C=CC=NC1=2)=[N+](C)C)C.F[P-](F)(F)(F)(F)F. The product is [C:13]([O:17][C:18]([N:20]1[CH2:24][CH:23]([C:25]#[N:26])[CH2:22][CH:21]1[C:27](=[O:28])[NH:2][CH2:3][C:4]([C:6]1[CH:11]=[CH:10][C:9]([Br:12])=[CH:8][CH:7]=1)=[O:5])=[O:19])([CH3:16])([CH3:15])[CH3:14]. The yield is 0.910. (5) The product is [NH:8]1[CH2:9][CH2:10][CH:11]([C:14]2[C:15](=[O:24])[NH:16][C:17]3[C:22]([CH:23]=2)=[CH:21][CH:20]=[CH:19][CH:18]=3)[CH2:12][CH2:13]1. The yield is 0.900. The reactants are C([N:8]1[CH2:13][CH2:12][CH:11]([C:14]2[C:15](=[O:24])[NH:16][C:17]3[C:22]([CH:23]=2)=[CH:21][CH:20]=[CH:19][CH:18]=3)[CH2:10][CH2:9]1)C1C=CC=CC=1.[H][H]. The catalyst is CO.[OH-].[Pd+2].[OH-]. (6) The reactants are [Cl:1][C:2]1[CH:3]=[C:4]2[C:9](=[CH:10][CH:11]=1)[N:8]=[C:7]([O:12][CH3:13])[C:6]([NH:14][C:15](=[O:19])OCC)=[N:5]2.[CH3:20][C:21]1[CH:26]=[CH:25][CH:24]=[C:23]([CH3:27])[C:22]=1[N:28]1[CH2:33][CH2:32][NH:31][CH2:30][CH2:29]1. No catalyst specified. The product is [Cl:1][C:2]1[CH:3]=[C:4]2[C:9](=[CH:10][CH:11]=1)[N:8]=[C:7]([O:12][CH3:13])[C:6]([NH:14][C:15]([N:31]1[CH2:32][CH2:33][N:28]([C:22]3[C:23]([CH3:27])=[CH:24][CH:25]=[CH:26][C:21]=3[CH3:20])[CH2:29][CH2:30]1)=[O:19])=[N:5]2. The yield is 0.670.